From a dataset of Peptide-MHC class I binding affinity with 185,985 pairs from IEDB/IMGT. Regression. Given a peptide amino acid sequence and an MHC pseudo amino acid sequence, predict their binding affinity value. This is MHC class I binding data. (1) The MHC is HLA-A30:01 with pseudo-sequence HLA-A30:01. The binding affinity (normalized) is 1.00. The peptide sequence is KSKNINIEV. (2) The peptide sequence is LLDEPTNNL. The MHC is HLA-A02:03 with pseudo-sequence HLA-A02:03. The binding affinity (normalized) is 0.521. (3) The MHC is HLA-B40:01 with pseudo-sequence HLA-B40:01. The peptide sequence is QAISPRTLNAW. The binding affinity (normalized) is 0. (4) The peptide sequence is DVHPGEPVV. The MHC is HLA-A02:01 with pseudo-sequence HLA-A02:01. The binding affinity (normalized) is 0. (5) The MHC is HLA-B40:01 with pseudo-sequence HLA-B40:01. The binding affinity (normalized) is 0.305. The peptide sequence is WEGGHDLTV. (6) The peptide sequence is FRRVAHSSL. The MHC is HLA-B44:02 with pseudo-sequence HLA-B44:02. The binding affinity (normalized) is 0.0847. (7) The peptide sequence is ATAKAAAAV. The MHC is HLA-A02:05 with pseudo-sequence HLA-A02:05. The binding affinity (normalized) is 0.716. (8) The peptide sequence is ILCIEGEQK. The MHC is HLA-A68:01 with pseudo-sequence HLA-A68:01. The binding affinity (normalized) is 0.421. (9) The peptide sequence is YRFNLRRKM. The MHC is HLA-B73:01 with pseudo-sequence HLA-B73:01. The binding affinity (normalized) is 0.588.